The task is: Predict which catalyst facilitates the given reaction.. This data is from Catalyst prediction with 721,799 reactions and 888 catalyst types from USPTO. Reactant: CON(C)[C:4]([CH:6]1[CH2:10][CH2:9][N:8]([C:11]([O:13][C:14]([CH3:17])([CH3:16])[CH3:15])=[O:12])[CH2:7]1)=[O:5].[CH3:19][Mg]Cl.[NH4+].[Cl-]. Product: [C:4]([CH:6]1[CH2:10][CH2:9][N:8]([C:11]([O:13][C:14]([CH3:15])([CH3:16])[CH3:17])=[O:12])[CH2:7]1)(=[O:5])[CH3:19]. The catalyst class is: 1.